Dataset: Reaction yield outcomes from USPTO patents with 853,638 reactions. Task: Predict the reaction yield, written as a fraction of the theoretical maximum amount of product (1.0 means a 100% yield; for example, 0.34 means a 34% yield). The reactants are [CH3:1][C:2]1[N:6]([C:7]2[CH:14]=[CH:13][CH:12]=[CH:11][C:8]=2[C:9]#[N:10])[N:5]=[N:4][N:3]=1.[ClH:15]. The catalyst is CO.[Pd]. The product is [ClH:15].[CH3:1][C:2]1[N:6]([C:7]2[CH:14]=[CH:13][CH:12]=[CH:11][C:8]=2[CH2:9][NH2:10])[N:5]=[N:4][N:3]=1. The yield is 0.810.